Predict the reactants needed to synthesize the given product. From a dataset of Full USPTO retrosynthesis dataset with 1.9M reactions from patents (1976-2016). (1) Given the product [F:30][C@@H:10]1[C@H:11]2[N:12]=[C:13]([NH:21][CH3:22])[S:14][C@H:15]2[O:16][C@H:17]([C@@H:18]([OH:20])[CH3:19])[C@@H:9]1[OH:8], predict the reactants needed to synthesize it. The reactants are: C([O:8][C@H:9]1[C@@H:17]([C@@H:18]([OH:20])[CH3:19])[O:16][C@H:15]2[C@H:11]([N:12]=[C:13]([N:21](C)[C:22](=O)OC(C)(C)C)[S:14]2)[C@H:10]1[F:30])C1C=CC=CC=1.B(Cl)(Cl)Cl. (2) Given the product [ClH:14].[ClH:14].[O:1]1[C:9]2[C:4](=[N:5][CH:6]=[CH:7][CH:8]=2)[N:3]=[C:2]1[C:10]1([NH2:13])[CH2:11][CH2:12]1, predict the reactants needed to synthesize it. The reactants are: [O:1]1[C:9]2[C:4](=[N:5][CH:6]=[CH:7][CH:8]=2)[N:3]=[C:2]1[C:10]1([NH2:13])[CH2:12][CH2:11]1.[ClH:14]. (3) Given the product [CH3:1][O:2][C:3]1[CH:4]=[CH:5][C:6]2[O:10][C:9]([CH:11]([NH:18][C:19]3[CH:24]=[CH:23][C:22]([C:25]([N:27]([CH3:35])[CH2:28][CH2:29][C:30]([OH:32])=[O:31])=[O:26])=[CH:21][CH:20]=3)[C:12]3[CH:13]=[CH:14][CH:15]=[CH:16][CH:17]=3)=[C:8]([CH3:36])[C:7]=2[CH:37]=1, predict the reactants needed to synthesize it. The reactants are: [CH3:1][O:2][C:3]1[CH:4]=[CH:5][C:6]2[O:10][C:9]([CH:11]([NH:18][C:19]3[CH:24]=[CH:23][C:22]([C:25]([N:27]([CH3:35])[CH2:28][CH2:29][C:30]([O:32]CC)=[O:31])=[O:26])=[CH:21][CH:20]=3)[C:12]3[CH:17]=[CH:16][CH:15]=[CH:14][CH:13]=3)=[C:8]([CH3:36])[C:7]=2[CH:37]=1.O1CCCC1.[OH-].[Na+]. (4) Given the product [CH:3]1([N:6]2[C:14]3[C:9](=[C:10]([O:20][CH3:21])[CH:11]=[C:12]([C:15]([OH:17])=[O:16])[CH:13]=3)[C:8]([CH3:22])=[CH:7]2)[CH2:4][CH2:5]1, predict the reactants needed to synthesize it. The reactants are: [OH-].[Na+].[CH:3]1([N:6]2[C:14]3[C:9](=[C:10]([O:20][CH3:21])[CH:11]=[C:12]([C:15]([O:17]CC)=[O:16])[CH:13]=3)[C:8]([CH3:22])=[CH:7]2)[CH2:5][CH2:4]1.Cl.